Dataset: NCI-60 drug combinations with 297,098 pairs across 59 cell lines. Task: Regression. Given two drug SMILES strings and cell line genomic features, predict the synergy score measuring deviation from expected non-interaction effect. (1) Drug 1: CC(CN1CC(=O)NC(=O)C1)N2CC(=O)NC(=O)C2. Drug 2: CC1=CC=C(C=C1)C2=CC(=NN2C3=CC=C(C=C3)S(=O)(=O)N)C(F)(F)F. Cell line: MALME-3M. Synergy scores: CSS=5.79, Synergy_ZIP=-2.00, Synergy_Bliss=-2.17, Synergy_Loewe=-5.20, Synergy_HSA=-4.99. (2) Cell line: T-47D. Synergy scores: CSS=-6.73, Synergy_ZIP=2.35, Synergy_Bliss=1.60, Synergy_Loewe=1.02, Synergy_HSA=-1.23. Drug 1: C1=NC2=C(N=C(N=C2N1C3C(C(C(O3)CO)O)F)Cl)N. Drug 2: CNC(=O)C1=NC=CC(=C1)OC2=CC=C(C=C2)NC(=O)NC3=CC(=C(C=C3)Cl)C(F)(F)F. (3) Drug 1: C1=CC(=C2C(=C1NCCNCCO)C(=O)C3=C(C=CC(=C3C2=O)O)O)NCCNCCO. Drug 2: CCC1(CC2CC(C3=C(CCN(C2)C1)C4=CC=CC=C4N3)(C5=C(C=C6C(=C5)C78CCN9C7C(C=CC9)(C(C(C8N6C)(C(=O)OC)O)OC(=O)C)CC)OC)C(=O)OC)O.OS(=O)(=O)O. Cell line: BT-549. Synergy scores: CSS=48.3, Synergy_ZIP=0.579, Synergy_Bliss=-0.429, Synergy_Loewe=0.965, Synergy_HSA=3.87. (4) Drug 1: CN(CCCl)CCCl.Cl. Drug 2: CC12CCC3C(C1CCC2OP(=O)(O)O)CCC4=C3C=CC(=C4)OC(=O)N(CCCl)CCCl.[Na+]. Cell line: PC-3. Synergy scores: CSS=22.5, Synergy_ZIP=-6.48, Synergy_Bliss=-5.78, Synergy_Loewe=-6.45, Synergy_HSA=-3.56. (5) Drug 1: CC1=C2C(C(=O)C3(C(CC4C(C3C(C(C2(C)C)(CC1OC(=O)C(C(C5=CC=CC=C5)NC(=O)OC(C)(C)C)O)O)OC(=O)C6=CC=CC=C6)(CO4)OC(=O)C)O)C)O. Drug 2: C1CN(P(=O)(OC1)NCCCl)CCCl. Cell line: BT-549. Synergy scores: CSS=2.07, Synergy_ZIP=-1.78, Synergy_Bliss=-1.40, Synergy_Loewe=-6.77, Synergy_HSA=-1.66. (6) Drug 1: C1=CC(=CC=C1CC(C(=O)O)N)N(CCCl)CCCl.Cl. Drug 2: COC1=NC(=NC2=C1N=CN2C3C(C(C(O3)CO)O)O)N. Cell line: KM12. Synergy scores: CSS=2.55, Synergy_ZIP=3.40, Synergy_Bliss=-9.54, Synergy_Loewe=-1.61, Synergy_HSA=-4.66. (7) Drug 1: CCCCC(=O)OCC(=O)C1(CC(C2=C(C1)C(=C3C(=C2O)C(=O)C4=C(C3=O)C=CC=C4OC)O)OC5CC(C(C(O5)C)O)NC(=O)C(F)(F)F)O. Drug 2: CC(C)NC(=O)C1=CC=C(C=C1)CNNC.Cl. Cell line: A549. Synergy scores: CSS=56.4, Synergy_ZIP=2.68, Synergy_Bliss=4.76, Synergy_Loewe=-18.4, Synergy_HSA=4.09.